From a dataset of Peptide-MHC class II binding affinity with 134,281 pairs from IEDB. Regression. Given a peptide amino acid sequence and an MHC pseudo amino acid sequence, predict their binding affinity value. This is MHC class II binding data. (1) The peptide sequence is KGKSAWYVDTEIINE. The MHC is H-2-IAb with pseudo-sequence H-2-IAb. The binding affinity (normalized) is 0.213. (2) The peptide sequence is DAYVATLTEALRVIA. The binding affinity (normalized) is 0.604. The MHC is DRB1_0901 with pseudo-sequence DRB1_0901. (3) The peptide sequence is SPEVIPMFSALSE. The MHC is HLA-DQA10201-DQB10202 with pseudo-sequence HLA-DQA10201-DQB10202. The binding affinity (normalized) is 0.205. (4) The peptide sequence is MFREYNHRHSVGATLEALFQ. The MHC is HLA-DQA10301-DQB10302 with pseudo-sequence HLA-DQA10301-DQB10302. The binding affinity (normalized) is 0.111. (5) The peptide sequence is GLDVVDAVSNALIKS. The MHC is DRB5_0101 with pseudo-sequence DRB5_0101. The binding affinity (normalized) is 0.578.